From a dataset of Reaction yield outcomes from USPTO patents with 853,638 reactions. Predict the reaction yield, written as a fraction of the theoretical maximum amount of product (1.0 means a 100% yield; for example, 0.34 means a 34% yield). (1) The reactants are [N+:1]([O-:4])(O)=[O:2].[F:5][C:6]1[CH:12]=[CH:11][C:9]([NH2:10])=[C:8]([CH3:13])[CH:7]=1. The catalyst is OS(O)(=O)=O. The product is [F:5][C:6]1[C:12]([N+:1]([O-:4])=[O:2])=[CH:11][C:9]([NH2:10])=[C:8]([CH3:13])[CH:7]=1. The yield is 0.740. (2) The reactants are Cl[C:2]1[C:11]2[C:6](=[CH:7][CH:8]=[C:9]([F:12])[CH:10]=2)[C:5]([O:13][CH3:14])=[CH:4][N:3]=1.[F-:15].[Cs+]. The catalyst is CS(C)=O.O. The product is [F:15][C:2]1[C:11]2[C:6](=[CH:7][CH:8]=[C:9]([F:12])[CH:10]=2)[C:5]([O:13][CH3:14])=[CH:4][N:3]=1. The yield is 0.490. (3) The reactants are [CH3:1][C:2]1([CH3:24])[CH2:11][CH2:10][C:9]([CH3:13])([CH3:12])[C:8]2[CH:7]=[C:6]([CH:14]([OH:17])[C:15]#[CH:16])[CH:5]=[C:4]([O:18][CH2:19][CH2:20][O:21][CH2:22][CH3:23])[C:3]1=2.[OH:25][C:26]1[CH:34]=[C:33](I)[CH:32]=[CH:31][C:27]=1[C:28]([OH:30])=[O:29].[Cl-].[NH4+]. The catalyst is CN(C=O)C.C(N(CC)CC)C.[Cu](I)I. The product is [OH:17][CH:14]([C:6]1[CH:5]=[C:4]([O:18][CH2:19][CH2:20][O:21][CH2:22][CH3:23])[C:3]2[C:2]([CH3:24])([CH3:1])[CH2:11][CH2:10][C:9]([CH3:12])([CH3:13])[C:8]=2[CH:7]=1)[C:15]#[C:16][C:33]1[CH:32]=[CH:31][C:27]([C:28]([OH:30])=[O:29])=[C:26]([OH:25])[CH:34]=1. The yield is 0.420. (4) The reactants are [C:1]([CH2:3][C:4]1[S:5][CH:6]=[C:7]([C:9]([OH:11])=O)[N:8]=1)#[N:2].[NH2:12][C@@H:13]([CH3:29])[CH2:14][N:15]1[CH:19]=[CH:18][C:17]([C:20]2[CH:27]=[CH:26][C:23]([C:24]#[N:25])=[C:22]([Cl:28])[CH:21]=2)=[N:16]1. No catalyst specified. The product is [Cl:28][C:22]1[CH:21]=[C:20]([C:17]2[CH:18]=[CH:19][N:15]([CH2:14][C@@H:13]([NH:12][C:9]([C:7]3[N:8]=[C:4]([CH2:3][C:1]#[N:2])[S:5][CH:6]=3)=[O:11])[CH3:29])[N:16]=2)[CH:27]=[CH:26][C:23]=1[C:24]#[N:25]. The yield is 0.0100. (5) The reactants are [N:1]1[C:9]([NH2:10])=[C:8]2[C:4]([NH:5][CH:6]=[N:7]2)=[N:3][CH:2]=1.[H-].[Na+].Br[CH2:14][C:15]1[N:16]([C:27]2[CH:32]=[CH:31][CH:30]=[CH:29][C:28]=2[CH3:33])[C:17](=[O:26])[C:18]2[C:23]([CH:24]=1)=[CH:22][CH:21]=[CH:20][C:19]=2[CH3:25]. The catalyst is CN(C=O)C. The product is [NH2:10][C:9]1[N:1]=[CH:2][N:3]=[C:4]2[C:8]=1[N:7]=[CH:6][N:5]2[CH2:14][C:15]1[N:16]([C:27]2[CH:32]=[CH:31][CH:30]=[CH:29][C:28]=2[CH3:33])[C:17](=[O:26])[C:18]2[C:23]([CH:24]=1)=[CH:22][CH:21]=[CH:20][C:19]=2[CH3:25]. The yield is 0.700. (6) The reactants are [CH3:1][O:2][C:3]1[CH:8]=[CH:7][CH:6]=[CH:5][C:4]=1[CH:9]([CH2:14][C:15]1[CH:20]=[CH:19][CH:18]=[CH:17][CH:16]=1)[C:10]([O:12]C)=[O:11].[OH-].[Na+].O.Cl. The catalyst is C1COCC1.CO. The product is [CH3:1][O:2][C:3]1[CH:8]=[CH:7][CH:6]=[CH:5][C:4]=1[CH:9]([CH2:14][C:15]1[CH:20]=[CH:19][CH:18]=[CH:17][CH:16]=1)[C:10]([OH:12])=[O:11]. The yield is 0.510. (7) The reactants are [N:1]1[CH:6]=[CH:5][C:4]([N:7]2[CH2:12][CH2:11][CH:10]([CH2:13][O:14][C:15]([NH:17][NH:18][C:19]3[C:20]([NH2:25])=[CH:21][CH:22]=[CH:23][CH:24]=3)=[O:16])[CH2:9][CH2:8]2)=[CH:3][CH:2]=1.[Cl:26][C:27]1[CH:28]=[C:29]([CH:33]=[CH:34][CH:35]=1)[C:30](Cl)=[O:31]. No catalyst specified. The product is [OH2:14].[ClH:26].[Cl:26][C:27]1[CH:28]=[C:29]([CH:33]=[CH:34][CH:35]=1)[C:30]([NH:25][C:20]1[C:19]([NH:18][NH:17][C:15]([O:14][CH2:13][CH:10]2[CH2:9][CH2:8][N:7]([C:4]3[CH:5]=[CH:6][N:1]=[CH:2][CH:3]=3)[CH2:12][CH2:11]2)=[O:16])=[CH:24][CH:23]=[CH:22][CH:21]=1)=[O:31].[Cl:26][C:27]1[CH:28]=[C:29]([CH:33]=[CH:34][CH:35]=1)[C:30]([NH:25][C:20]1[C:19]([NH:18][NH:17][C:15]([O:14][CH2:13][CH:10]2[CH2:9][CH2:8][N:7]([C:4]3[CH:5]=[CH:6][N:1]=[CH:2][CH:3]=3)[CH2:12][CH2:11]2)=[O:16])=[CH:24][CH:23]=[CH:22][CH:21]=1)=[O:31].[ClH:26]. The yield is 0.690. (8) The reactants are [H-].[Na+].[CH2:3]1[O:11][C:10]2[CH:9]=[CH:8][C:7](O)=[CH:6][C:5]=2[O:4]1.[CH:13]1C=CN(S(C2C=CSC=2CBr)(=O)=O)C=1. The catalyst is CN(C=O)C.O. The product is [CH3:7][CH2:6][CH2:5][CH2:10][CH2:9][CH3:8].[CH3:10][CH2:5][O:4][C:3]([CH3:13])=[O:11]. The yield is 0.920. (9) The reactants are C(O[C:6]([N:8]1[CH2:13][CH2:12][CH:11]([C:14]2[C:23]3[C:18](=[CH:19][C:20]([O:24][CH2:25][CH2:26][CH2:27][C:28]4[NH:32][N:31]=[N:30][N:29]=4)=[CH:21][CH:22]=3)[N:17]=[CH:16][N:15]=2)[CH2:10][CH2:9]1)=[O:7])(C)(C)C.C(O)(C(F)(F)F)=O.C1(OC)C=CC=CC=1.[N+](C1C=CC(OC(=O)[NH:59][C:60]2[CH:65]=[CH:64][C:63]([O:66][CH:67]([CH3:69])[CH3:68])=[CH:62][CH:61]=2)=CC=1)([O-])=O. The catalyst is N1C=CC=CC=1. The product is [CH:67]([O:66][C:63]1[CH:64]=[CH:65][C:60]([NH:59][C:6]([N:8]2[CH2:9][CH2:10][CH:11]([C:14]3[C:23]4[C:18](=[CH:19][C:20]([O:24][CH2:25][CH2:26][CH2:27][C:28]5[NH:32][N:31]=[N:30][N:29]=5)=[CH:21][CH:22]=4)[N:17]=[CH:16][N:15]=3)[CH2:12][CH2:13]2)=[O:7])=[CH:61][CH:62]=1)([CH3:69])[CH3:68]. The yield is 0.140. (10) The reactants are [CH3:1][NH:2][C:3](=O)[CH2:4][CH:5]([C:12]1[CH:13]=[C:14]2[C:18](=[CH:19][CH:20]=1)[NH:17][C:16](C)=[CH:15]2)[C:6]1[CH:11]=[CH:10][CH:9]=[CH:8][CH:7]=1.N1C2C(=CC=CC=2C(C2C=CC=CC=2)CCNC)C=[CH:24]1. No catalyst specified. The product is [CH3:1][NH:2][CH2:3][CH2:4][CH:5]([C:12]1[CH:13]=[C:14]2[C:18](=[CH:19][CH:20]=1)[NH:17][CH:16]=[C:15]2[CH3:24])[C:6]1[CH:7]=[CH:8][CH:9]=[CH:10][CH:11]=1. The yield is 0.680.